From a dataset of Full USPTO retrosynthesis dataset with 1.9M reactions from patents (1976-2016). Predict the reactants needed to synthesize the given product. (1) Given the product [Cl:1][C:2]1[CH:7]=[CH:6][CH:5]=[CH:4][C:3]=1[S:8]([NH:11][CH2:12][C:13]1[O:14][C:15]([CH2:22][OH:21])=[C:16]([OH:20])[C:17](=[O:19])[CH:18]=1)(=[O:9])=[O:10], predict the reactants needed to synthesize it. The reactants are: [Cl:1][C:2]1[CH:7]=[CH:6][CH:5]=[CH:4][C:3]=1[S:8]([NH:11][CH2:12][C:13]1[O:14][CH:15]=[C:16]([OH:20])[C:17](=[O:19])[CH:18]=1)(=[O:10])=[O:9].[OH:21][C:22]1C(=O)C=C(CNS(C2C=CC=CC=2)(=O)=O)OC=1CO. (2) Given the product [CH2:34]([NH:36][CH2:23][C:22]1[CH:21]=[C:20]([C:18]2[CH:17]=[CH:16][N:15]3[C:11]([C:9]4[CH:8]=[C:7]([C:28]5[CH:29]=[CH:30][CH:31]=[CH:32][CH:33]=5)[N:6]=[C:5]([NH:4][CH:1]([CH3:2])[CH3:3])[CH:10]=4)=[CH:12][N:13]=[C:14]3[CH:19]=2)[CH:27]=[CH:26][CH:25]=1)[CH3:35], predict the reactants needed to synthesize it. The reactants are: [CH:1]([NH:4][C:5]1[CH:10]=[C:9]([C:11]2[N:15]3[CH:16]=[CH:17][C:18]([C:20]4[CH:21]=[C:22]([CH:25]=[CH:26][CH:27]=4)[CH:23]=O)=[CH:19][C:14]3=[N:13][CH:12]=2)[CH:8]=[C:7]([C:28]2[CH:33]=[CH:32][CH:31]=[CH:30][CH:29]=2)[N:6]=1)([CH3:3])[CH3:2].[CH2:34]([NH2:36])[CH3:35].C(O)(=O)C.C(O[BH-](OC(=O)C)OC(=O)C)(=O)C.[Na+].